Dataset: Peptide-MHC class I binding affinity with 185,985 pairs from IEDB/IMGT. Task: Regression. Given a peptide amino acid sequence and an MHC pseudo amino acid sequence, predict their binding affinity value. This is MHC class I binding data. The peptide sequence is ELESQISEL. The MHC is HLA-A02:03 with pseudo-sequence HLA-A02:03. The binding affinity (normalized) is 0.0713.